The task is: Predict the product of the given reaction.. This data is from Forward reaction prediction with 1.9M reactions from USPTO patents (1976-2016). (1) The product is: [C:1]([C:4]1[C:13]2[C:8](=[CH:9][CH:10]=[CH:11][CH:12]=2)[C:7]([C:14]([NH:30][CH2:31][C:32](=[O:33])[NH:34][CH2:35][C:36]([F:39])([F:38])[F:37])=[O:16])=[CH:6][CH:5]=1)(=[O:3])[CH3:2]. Given the reactants [C:1]([C:4]1[C:13]2[C:8](=[CH:9][CH:10]=[CH:11][CH:12]=2)[C:7]([C:14]([OH:16])=O)=[CH:6][CH:5]=1)(=[O:3])[CH3:2].C1N=CN(C(N2C=NC=C2)=O)C=1.Cl.[NH2:30][CH2:31][C:32]([NH:34][CH2:35][C:36]([F:39])([F:38])[F:37])=[O:33], predict the reaction product. (2) Given the reactants [CH3:1][O:2][C:3](=[O:26])[CH2:4][CH2:5][CH2:6][CH2:7][CH2:8][CH2:9][N:10]1[C:15](=[O:16])[CH2:14][CH2:13][CH2:12][C@@H:11]1/[CH:17]=[CH:18]/[CH:19]([OH:25])[CH2:20][CH2:21][CH2:22][CH2:23][CH3:24].[H-].[Na+].O=C1CCC[C@H](/C=C/C(=O)CCCCC)N1CCCCCCC(O)=O.O=C(CCCCC)CP(=O)(OC)OC.COC(=O)CCCCCCN1C(=O)CCC[C@@H]1C=O, predict the reaction product. The product is: [CH3:1][O:2][C:3](=[O:26])[CH2:4][CH2:5][CH2:6][CH2:7][CH2:8][CH2:9][N:10]1[C@@H:11](/[CH:17]=[CH:18]/[C:19](=[O:25])[CH2:20][CH2:21][CH2:22][CH2:23][CH3:24])[CH2:12][CH2:13][CH2:14][C:15]1=[O:16]. (3) The product is: [P:43]([OH:46])([OH:45])([OH:44])=[O:42].[Cl:24][C:19]1[CH:20]=[CH:21][CH:22]=[CH:23][C:18]=1[C:16]([C:15]1[C:10]([CH:26]=[C:25]([OH:27])[C:28]2[CH:33]=[CH:32][N:31]=[CH:30][CH:29]=2)=[N:11][CH:12]=[CH:13][CH:14]=1)=[O:17]. Given the reactants C1(S([C:10]2[C:15]([C:16]([C:18]3[CH:23]=[CH:22][CH:21]=[CH:20][C:19]=3[Cl:24])=[O:17])=[CH:14][CH:13]=[CH:12][N:11]=2)(=O)=O)C=CC=CC=1.[C:25]([C:28]1[CH:33]=[CH:32][N:31]=[CH:30][CH:29]=1)(=[O:27])[CH3:26].N#N.[Li+].[OH-].C(O)(=O)C.[OH:42][P:43]([OH:46])([OH:45])=[O:44], predict the reaction product. (4) Given the reactants [NH2:1][C:2]1[C:6]([C:7]([C:9]2[CH:14]=[CH:13][CH:12]=[CH:11][CH:10]=2)=[O:8])=[CH:5][N:4]([CH2:15][CH3:16])[N:3]=1.[CH3:17][C:18]1[O:22][C:21]([C:23]2[CH:28]=[CH:27][CH:26]=[CH:25][CH:24]=2)=[N:20][C:19]=1[CH2:29][O:30][C:31]1[CH:36]=[CH:35][C:34]([S:37](Cl)(=[O:39])=[O:38])=[CH:33][CH:32]=1, predict the reaction product. The product is: [C:7]([C:6]1[C:2]([NH:1][S:37]([C:34]2[CH:35]=[CH:36][C:31]([O:30][CH2:29][C:19]3[N:20]=[C:21]([C:23]4[CH:24]=[CH:25][CH:26]=[CH:27][CH:28]=4)[O:22][C:18]=3[CH3:17])=[CH:32][CH:33]=2)(=[O:38])=[O:39])=[N:3][N:4]([CH2:15][CH3:16])[CH:5]=1)(=[O:8])[C:9]1[CH:10]=[CH:11][CH:12]=[CH:13][CH:14]=1. (5) Given the reactants Cl[C:2]1[N:9]=[C:8]([NH:10][C:11]2[CH:15]=[C:14]([CH3:16])[NH:13][N:12]=2)[CH:7]=[C:6]([C:17]([F:20])([F:19])[F:18])[C:3]=1[C:4]#[N:5].[O:21]([CH2:28][CH2:29][NH2:30])[C:22]1[CH:27]=[CH:26][CH:25]=[CH:24][CH:23]=1.C(=O)([O-])O.[Na+].CS(C)=O, predict the reaction product. The product is: [O:21]([CH2:28][CH2:29][NH:30][C:2]1[N:9]=[C:8]([NH:10][C:11]2[CH:15]=[C:14]([CH3:16])[NH:13][N:12]=2)[CH:7]=[C:6]([C:17]([F:20])([F:19])[F:18])[C:3]=1[C:4]#[N:5])[C:22]1[CH:27]=[CH:26][CH:25]=[CH:24][CH:23]=1. (6) Given the reactants C[O:2][C:3](=[O:31])[CH:4]([C:6]1[CH:11]=[CH:10][C:9]([C:12]#[C:13][C:14]2[CH:23]=[CH:22][C:21]3[CH:20]([N:24]([CH:26]4[CH2:28][CH2:27]4)[CH3:25])[CH2:19][CH2:18][C:17]([CH3:30])([CH3:29])[C:16]=3[CH:15]=2)=[CH:8][CH:7]=1)[CH3:5].[OH-].[Na+].[Cl-].[NH4+], predict the reaction product. The product is: [CH:26]1([N:24]([CH3:25])[CH:20]2[CH2:19][CH2:18][C:17]([CH3:29])([CH3:30])[C:16]3[CH:15]=[C:14]([C:13]#[C:12][C:9]4[CH:8]=[CH:7][C:6]([CH:4]([CH3:5])[C:3]([OH:31])=[O:2])=[CH:11][CH:10]=4)[CH:23]=[CH:22][C:21]2=3)[CH2:27][CH2:28]1. (7) Given the reactants CCOC(/N=N/C(OCC)=O)=O.[C:13]([O:17][C:18]([N:20]1[CH2:24][CH2:23][C@@H:22]([OH:25])[CH2:21]1)=[O:19])([CH3:16])([CH3:15])[CH3:14].[Cl:26][C:27]1[C:36]2[C:31](=[CH:32][CH:33]=[C:34](O)[C:35]=2[F:37])[N:30]=[CH:29][CH:28]=1.C1(P(C2C=CC=CC=2)C2C=CC=CC=2)C=CC=CC=1, predict the reaction product. The product is: [C:13]([O:17][C:18]([N:20]1[CH2:24][CH2:23][C@H:22]([O:25][C:34]2[C:35]([F:37])=[C:36]3[C:31](=[CH:32][CH:33]=2)[N:30]=[CH:29][CH:28]=[C:27]3[Cl:26])[CH2:21]1)=[O:19])([CH3:16])([CH3:14])[CH3:15]. (8) Given the reactants [C:1]([C:4]1[C:5](F)=[C:6]([F:23])[C:7]([NH:14][C:15]2[CH:20]=[CH:19][C:18]([I:21])=[CH:17][C:16]=2[F:22])=[C:8]([CH:13]=1)[C:9]([O:11][CH3:12])=[O:10])(=O)[CH3:2].C(O)(=O)C.[CH:29]([NH2:31])=O.CC([N:35](C)C)=O, predict the reaction product. The product is: [F:22][C:16]1[CH:17]=[C:18]([I:21])[CH:19]=[CH:20][C:15]=1[NH:14][C:7]1[C:6]([F:23])=[C:5]2[C:4]([C:1]([CH3:2])=[N:35][CH:29]=[N:31]2)=[CH:13][C:8]=1[C:9]([O:11][CH3:12])=[O:10].